Dataset: Merck oncology drug combination screen with 23,052 pairs across 39 cell lines. Task: Regression. Given two drug SMILES strings and cell line genomic features, predict the synergy score measuring deviation from expected non-interaction effect. (1) Drug 1: COc1cccc2c1C(=O)c1c(O)c3c(c(O)c1C2=O)CC(O)(C(=O)CO)CC3OC1CC(N)C(O)C(C)O1. Drug 2: O=C(O)C1(Cc2cccc(Nc3nccs3)n2)CCC(Oc2cccc(Cl)c2F)CC1. Cell line: MSTO. Synergy scores: synergy=-6.62. (2) Drug 1: CCN(CC)CCNC(=O)c1c(C)[nH]c(C=C2C(=O)Nc3ccc(F)cc32)c1C. Drug 2: CCc1c2c(nc3ccc(O)cc13)-c1cc3c(c(=O)n1C2)COC(=O)C3(O)CC. Cell line: ES2. Synergy scores: synergy=10.2. (3) Drug 1: CCN(CC)CCNC(=O)c1c(C)[nH]c(C=C2C(=O)Nc3ccc(F)cc32)c1C. Drug 2: COC1=C2CC(C)CC(OC)C(O)C(C)C=C(C)C(OC(N)=O)C(OC)C=CC=C(C)C(=O)NC(=CC1=O)C2=O. Cell line: NCIH1650. Synergy scores: synergy=8.24.